This data is from Reaction yield outcomes from USPTO patents with 853,638 reactions. The task is: Predict the reaction yield, written as a fraction of the theoretical maximum amount of product (1.0 means a 100% yield; for example, 0.34 means a 34% yield). The reactants are [C:1]([OH:10])(=[O:9])/[CH:2]=[CH:3]\[CH:4]=[CH:5]\[C:6]([OH:8])=[O:7].II. The catalyst is C(OCC)(=O)C. The product is [C:1]([OH:10])(=[O:9])/[CH:2]=[CH:3]/[CH:4]=[CH:5]/[C:6]([OH:8])=[O:7]. The yield is 0.580.